Dataset: Forward reaction prediction with 1.9M reactions from USPTO patents (1976-2016). Task: Predict the product of the given reaction. (1) Given the reactants [CH2:1]([O:3][C:4](=[O:15])[C:5]([C:7]1[CH:12]=[C:11]([Br:13])[CH:10]=[CH:9][C:8]=1[F:14])=[O:6])[CH3:2].OC1C=C2C(=CC=1)N=CC=C2[C@@H](OC(=O)C1C=C(C(F)(F)F)C=C(C(F)(F)F)C=1)C1CC2CCN1CC2C=C.[N+:55]([CH3:58])([O-:57])=[O:56], predict the reaction product. The product is: [CH2:1]([O:3][C:4](=[O:15])[C@:5]([C:7]1[CH:12]=[C:11]([Br:13])[CH:10]=[CH:9][C:8]=1[F:14])([OH:6])[CH2:58][N+:55]([O-:57])=[O:56])[CH3:2]. (2) Given the reactants [NH2:1][CH2:2][C:3](OC)=[O:4].Cl.[NH2:8][C@H:9]([C:18]([OH:20])=[O:19])[CH2:10][C:11]1[CH:16]=[CH:15][C:14]([OH:17])=[CH:13][CH:12]=1, predict the reaction product. The product is: [CH:16]1[C:11]([CH2:10][C@H:9]([NH:8][C:3]([CH2:2][NH2:1])=[O:4])[C:18]([OH:20])=[O:19])=[CH:12][CH:13]=[C:14]([OH:17])[CH:15]=1. (3) The product is: [CH2:18]([NH:20][C:21](=[O:35])[C:22]1[CH:27]=[CH:26][C:25]([N:28]2[CH2:33][CH2:32][N:31]([CH2:2][C:3]3[CH:12]=[N:11][C:10]4[N:9]5[CH2:13][CH2:14][CH2:15][C@H:8]5[C:7](=[O:16])[NH:6][C:5]=4[CH:4]=3)[CH2:30][CH2:29]2)=[C:24]([F:34])[CH:23]=1)[CH3:19]. Given the reactants O[CH2:2][C:3]1[CH:12]=[N:11][C:10]2[N:9]3[CH2:13][CH2:14][CH2:15][C@H:8]3[C:7](=[O:16])[NH:6][C:5]=2[CH:4]=1.Cl.[CH2:18]([NH:20][C:21](=[O:35])[C:22]1[CH:27]=[CH:26][C:25]([N:28]2[CH2:33][CH2:32][NH:31][CH2:30][CH2:29]2)=[C:24]([F:34])[CH:23]=1)[CH3:19].[I-].C(C[P+](C)(C)C)#N.C(N(CC)C(C)C)(C)C, predict the reaction product. (4) Given the reactants [CH3:1][S:2]([C:4]1[S:8][C:7]([CH2:9][N:10]([CH3:23])[C:11]([C:13]23[CH2:22][CH:17]4[CH2:18][CH:19]([CH2:21][CH:15]([CH2:16]4)[CH2:14]2)[CH2:20]3)=[O:12])=[CH:6][CH:5]=1)=[O:3].C1C=C(Cl)C=C(C(OO)=[O:32])C=1, predict the reaction product. The product is: [CH3:1][S:2]([C:4]1[S:8][C:7]([CH2:9][N:10]([CH3:23])[C:11]([C:13]23[CH2:20][CH:19]4[CH2:18][CH:17]([CH2:16][CH:15]([CH2:21]4)[CH2:14]2)[CH2:22]3)=[O:12])=[CH:6][CH:5]=1)(=[O:32])=[O:3]. (5) Given the reactants [O:1]=[C:2]1[C:10]2[C:5](=[CH:6][C:7]([C:11]3[CH:12]=[N:13][C:14]([C:17]([F:20])([F:19])[F:18])=[N:15][CH:16]=3)=[CH:8][CH:9]=2)[CH2:4][N:3]1[C:21]([O:23][C:24]([CH3:27])([CH3:26])[CH3:25])=[O:22].[Li+].[OH-:29], predict the reaction product. The product is: [C:24]([O:23][C:21]([NH:3][CH2:4][C:5]1[CH:6]=[C:7]([C:11]2[CH:12]=[N:13][C:14]([C:17]([F:20])([F:18])[F:19])=[N:15][CH:16]=2)[CH:8]=[CH:9][C:10]=1[C:2]([OH:1])=[O:29])=[O:22])([CH3:25])([CH3:26])[CH3:27]. (6) Given the reactants [CH2:1]([O:3][C:4](=[O:17])[C:5]([NH:7][CH2:8][C:9](=[O:16])[C:10]1[CH:11]=[N:12][CH:13]=[CH:14][CH:15]=1)=O)[CH3:2].C1(P(C2C=CC=CC=2)C2C=CC=CC=2)C=CC=CC=1.ClC(Cl)(Cl)C(Cl)(Cl)Cl.C(N(CC)CC)C, predict the reaction product. The product is: [CH2:1]([O:3][C:4]([C:5]1[O:16][C:9]([C:10]2[CH:11]=[N:12][CH:13]=[CH:14][CH:15]=2)=[CH:8][N:7]=1)=[O:17])[CH3:2].